Dataset: Full USPTO retrosynthesis dataset with 1.9M reactions from patents (1976-2016). Task: Predict the reactants needed to synthesize the given product. Given the product [Cl:1][C:2]1[N:7]=[C:6]([N:16]([CH2:15][CH2:14][CH:13]([CH3:23])[CH3:12])[C@H:17]([C:19]([O:21][CH3:22])=[O:20])[CH3:18])[C:5]([N+:9]([O-:11])=[O:10])=[CH:4][N:3]=1, predict the reactants needed to synthesize it. The reactants are: [Cl:1][C:2]1[N:7]=[C:6](Cl)[C:5]([N+:9]([O-:11])=[O:10])=[CH:4][N:3]=1.[CH3:12][CH:13]([CH3:23])[CH2:14][CH2:15][NH:16][C@H:17]([C:19]([O:21][CH3:22])=[O:20])[CH3:18].C(=O)(O)[O-].[K+].